This data is from TCR-epitope binding with 47,182 pairs between 192 epitopes and 23,139 TCRs. The task is: Binary Classification. Given a T-cell receptor sequence (or CDR3 region) and an epitope sequence, predict whether binding occurs between them. (1) The epitope is GTSGSPIIDK. The TCR CDR3 sequence is CASSRRVPTSGMSPYEQYF. Result: 0 (the TCR does not bind to the epitope). (2) The epitope is HTTDPSFLGRY. The TCR CDR3 sequence is CASSVEGQGYEQYF. Result: 1 (the TCR binds to the epitope). (3) The epitope is AVFDRKSDAK. The TCR CDR3 sequence is CASSLARTAYEQYF. Result: 1 (the TCR binds to the epitope). (4) The epitope is GLIYNRMGAVTTEV. The TCR CDR3 sequence is CASSGQGAGYGYTF. Result: 1 (the TCR binds to the epitope). (5) The epitope is RLQSLQTYV. The TCR CDR3 sequence is CASSTGTGLPYEQYF. Result: 0 (the TCR does not bind to the epitope).